Dataset: Forward reaction prediction with 1.9M reactions from USPTO patents (1976-2016). Task: Predict the product of the given reaction. (1) Given the reactants [Cl:1][C:2]1[CH:3]=[C:4]2[C:9](=[CH:10][C:11]=1[O:12][C:13]1[CH:18]=[CH:17][C:16]([C:19](=[O:32])[NH:20][C:21]3[CH:30]=[CH:29][C:28]4[C:23](=[CH:24][CH:25]=[C:26]([Cl:31])[CH:27]=4)[N:22]=3)=[CH:15][CH:14]=1)[O:8][CH2:7][CH2:6][CH:5]2[C:33]([O:35]CC)=[O:34].[OH-].[Na+], predict the reaction product. The product is: [Cl:1][C:2]1[CH:3]=[C:4]2[C:9](=[CH:10][C:11]=1[O:12][C:13]1[CH:14]=[CH:15][C:16]([C:19](=[O:32])[NH:20][C:21]3[CH:30]=[CH:29][C:28]4[C:23](=[CH:24][CH:25]=[C:26]([Cl:31])[CH:27]=4)[N:22]=3)=[CH:17][CH:18]=1)[O:8][CH2:7][CH2:6][CH:5]2[C:33]([OH:35])=[O:34]. (2) Given the reactants [Br:1]N1C(=O)CCC1=O.[CH3:9][O:10][C:11]1[S:15][C:14]([C:16]2[CH:21]=[CH:20][CH:19]=[CH:18][CH:17]=2)=[N:13][CH:12]=1, predict the reaction product. The product is: [Br:1][C:12]1[N:13]=[C:14]([C:16]2[CH:17]=[CH:18][CH:19]=[CH:20][CH:21]=2)[S:15][C:11]=1[O:10][CH3:9]. (3) Given the reactants Br[C:2]1[CH:7]=[CH:6][C:5]([F:8])=[CH:4][N:3]=1.[CH2:9]([OH:11])C.C(N([CH2:17][CH3:18])CC)C.C1(P(C2C=CC=CC=2)C2C=CC=CC=2)C=CC=CC=1.[C]=[O:39], predict the reaction product. The product is: [F:8][C:5]1[CH:6]=[CH:7][C:2]([C:9]([O:11][CH2:17][CH3:18])=[O:39])=[N:3][CH:4]=1. (4) Given the reactants [CH2:1]([NH2:11])[C:2]1[CH:10]=[CH:9][C:8]2[O:7][CH2:6][O:5][C:4]=2[CH:3]=1.[C:12](Cl)([Cl:14])=[S:13], predict the reaction product. The product is: [Cl-:14].[O:7]1[C:8]2[CH:9]=[CH:10][C:2]([CH2:1][NH:11][CH:12]=[S:13])=[CH:3][C:4]=2[O:5][CH2:6]1.